Dataset: Forward reaction prediction with 1.9M reactions from USPTO patents (1976-2016). Task: Predict the product of the given reaction. (1) The product is: [CH2:1]([C:4]1([C:20]2[S:21][CH:22]=[CH:23][CH:24]=2)[O:9][C:8](=[O:10])[N:7]([C@H:11]([C:13]2[CH:18]=[CH:17][C:16]([C:29]3[CH:30]=[CH:31][C:26]([F:25])=[CH:27][CH:28]=3)=[CH:15][CH:14]=2)[CH3:12])[CH2:6][CH2:5]1)[CH:2]=[CH2:3]. Given the reactants [CH2:1]([C:4]1([C:20]2[S:21][CH:22]=[CH:23][CH:24]=2)[O:9][C:8](=[O:10])[N:7]([C@H:11]([C:13]2[CH:18]=[CH:17][C:16](Br)=[CH:15][CH:14]=2)[CH3:12])[CH2:6][CH2:5]1)[CH:2]=[CH2:3].[F:25][C:26]1[CH:31]=[CH:30][C:29](B(O)O)=[CH:28][CH:27]=1, predict the reaction product. (2) Given the reactants [CH2:1]([NH:3][C:4](=[S:7])[NH:5][NH2:6])[CH3:2].[N:8]1[CH:13]=[CH:12][CH:11]=[CH:10][C:9]=1[CH:14]=O, predict the reaction product. The product is: [CH2:1]([NH:3][C:4](=[S:7])[NH:5][N:6]=[CH:14][C:9]1[CH:10]=[CH:11][CH:12]=[CH:13][N:8]=1)[CH3:2]. (3) Given the reactants [N:1]1[CH:6]=[CH:5][CH:4]=[CH:3][C:2]=1[CH:7]1[CH2:11][CH2:10][CH2:9][C:8]1=[O:12].C(O)C.[Na].C(O)(=O)C, predict the reaction product. The product is: [OH:12][CH:8]1[CH2:9][CH2:10][CH2:11][CH:7]1[C:2]1[CH:3]=[CH:4][CH:5]=[CH:6][N:1]=1.